Predict the product of the given reaction. From a dataset of Forward reaction prediction with 1.9M reactions from USPTO patents (1976-2016). (1) Given the reactants [Cl:1][C:2]1[C:3]([CH:8]([NH2:25])[C:9]2[CH:18]=[C:17]3[C:12]([CH:13]=[CH:14][C:15]([C:19]4[CH:24]=[CH:23][CH:22]=[CH:21][CH:20]=4)=[N:16]3)=[CH:11][CH:10]=2)=[N:4][CH:5]=[CH:6][N:7]=1.C(Cl)CCl.C1C=CC2N(O)N=NC=2C=1.[CH2:40]=[C:41]1[CH2:44][CH:43]([C:45](O)=[O:46])[CH2:42]1, predict the reaction product. The product is: [Cl:1][C:2]1[C:3]([CH:8]([NH:25][C:45]([CH:43]2[CH2:44][C:41](=[CH2:40])[CH2:42]2)=[O:46])[C:9]2[CH:18]=[C:17]3[C:12]([CH:13]=[CH:14][C:15]([C:19]4[CH:24]=[CH:23][CH:22]=[CH:21][CH:20]=4)=[N:16]3)=[CH:11][CH:10]=2)=[N:4][CH:5]=[CH:6][N:7]=1. (2) Given the reactants Br[C:2]1[CH:7]=[CH:6][C:5]([CH:8]([OH:11])[CH2:9][OH:10])=[C:4]([F:12])[CH:3]=1.F[B-](F)(F)F.C([PH+](C(C)(C)C)C(C)(C)C)(C)(C)C.CN(C)CCN(C)C.[CH:39]([Si:42]([C:49]#[CH:50])([CH:46]([CH3:48])[CH3:47])[CH:43]([CH3:45])[CH3:44])([CH3:41])[CH3:40], predict the reaction product. The product is: [F:12][C:4]1[CH:3]=[C:2]([C:50]#[C:49][Si:42]([CH:39]([CH3:41])[CH3:40])([CH:46]([CH3:48])[CH3:47])[CH:43]([CH3:45])[CH3:44])[CH:7]=[CH:6][C:5]=1[CH:8]([OH:11])[CH2:9][OH:10].